From a dataset of Retrosynthesis with 50K atom-mapped reactions and 10 reaction types from USPTO. Predict the reactants needed to synthesize the given product. (1) Given the product O=C(O)c1cc(F)cc(CNS(=O)(=O)c2ccc(-c3ccc(F)cc3)cc2)c1, predict the reactants needed to synthesize it. The reactants are: COC(=O)c1cc(F)cc(CNS(=O)(=O)c2ccc(-c3ccc(F)cc3)cc2)c1. (2) The reactants are: C#Cc1cc(S(=O)(=O)CCC)ccc1C.COCOc1ccc(Cl)cc1Br. Given the product CCCS(=O)(=O)c1ccc(C)c(C#Cc2cc(Cl)ccc2OCOC)c1, predict the reactants needed to synthesize it. (3) Given the product CCc1cc2n(C(=O)c3ccccc3)c3c(cnc4c3cnn4CC)c(=O)n2n1, predict the reactants needed to synthesize it. The reactants are: CCc1cc2[nH]c3c(cnc4c3cnn4CC)c(=O)n2n1.O=C(Br)c1ccccc1. (4) Given the product CCOC(=O)c1csc(C(C)(C)c2ccccc2)n1, predict the reactants needed to synthesize it. The reactants are: CC(C)(C(N)=S)c1ccccc1.CCOC(=O)C(=O)CBr. (5) Given the product CC1(C)CC(=O)Nc2c(Br)cc3c(c21)OC(CN)C3, predict the reactants needed to synthesize it. The reactants are: CC1(C)CC(=O)Nc2c(Br)cc3c(c21)OC(CN=[N+]=[N-])C3.